From a dataset of Full USPTO retrosynthesis dataset with 1.9M reactions from patents (1976-2016). Predict the reactants needed to synthesize the given product. (1) Given the product [Br:1][C:2]1[CH:3]=[C:4]([CH:14]=[CH:15][CH:16]=1)[CH2:5][N:6]([CH3:19])[C:7](=[O:13])[O:8][C:9]([CH3:12])([CH3:11])[CH3:10], predict the reactants needed to synthesize it. The reactants are: [Br:1][C:2]1[CH:3]=[C:4]([CH:14]=[CH:15][CH:16]=1)[CH2:5][NH:6][C:7](=[O:13])[O:8][C:9]([CH3:12])([CH3:11])[CH3:10].[H-].[Na+].[CH3:19]I. (2) Given the product [O:1]([C:8]1[CH:16]=[CH:15][CH:14]=[CH:13][C:9]=1[CH2:10][OH:11])[C:2]1[CH:3]=[CH:4][CH:5]=[CH:6][CH:7]=1, predict the reactants needed to synthesize it. The reactants are: [O:1]([C:8]1[CH:16]=[CH:15][CH:14]=[CH:13][C:9]=1[C:10](O)=[O:11])[C:2]1[CH:7]=[CH:6][CH:5]=[CH:4][CH:3]=1.[H-].[Al+3].[Li+].[H-].[H-].[H-].O.